Dataset: NCI-60 drug combinations with 297,098 pairs across 59 cell lines. Task: Regression. Given two drug SMILES strings and cell line genomic features, predict the synergy score measuring deviation from expected non-interaction effect. (1) Drug 1: COC1=C(C=C2C(=C1)N=CN=C2NC3=CC(=C(C=C3)F)Cl)OCCCN4CCOCC4. Drug 2: CC1=C2C(C(=O)C3(C(CC4C(C3C(C(C2(C)C)(CC1OC(=O)C(C(C5=CC=CC=C5)NC(=O)C6=CC=CC=C6)O)O)OC(=O)C7=CC=CC=C7)(CO4)OC(=O)C)O)C)OC(=O)C. Cell line: IGROV1. Synergy scores: CSS=58.8, Synergy_ZIP=3.71, Synergy_Bliss=3.15, Synergy_Loewe=9.07, Synergy_HSA=10.6. (2) Drug 1: C1=C(C(=O)NC(=O)N1)N(CCCl)CCCl. Drug 2: C(CN)CNCCSP(=O)(O)O. Cell line: SW-620. Synergy scores: CSS=27.6, Synergy_ZIP=-1.03, Synergy_Bliss=3.42, Synergy_Loewe=-8.91, Synergy_HSA=4.03.